Dataset: HIV replication inhibition screening data with 41,000+ compounds from the AIDS Antiviral Screen. Task: Binary Classification. Given a drug SMILES string, predict its activity (active/inactive) in a high-throughput screening assay against a specified biological target. The molecule is CC1=NN=C(NCCN(C)C)CC1=Cc1ccccc1Cl. The result is 0 (inactive).